From a dataset of Full USPTO retrosynthesis dataset with 1.9M reactions from patents (1976-2016). Predict the reactants needed to synthesize the given product. (1) Given the product [CH2:10]([C:8]1[C:7]([O:12][CH3:13])=[N:6][C:5]([CH3:14])=[C:4]([CH:9]=1)[C:3]([OH:15])=[O:2])[CH3:11], predict the reactants needed to synthesize it. The reactants are: C[O:2][C:3](=[O:15])[C:4]1[CH:9]=[C:8]([CH2:10][CH3:11])[C:7]([O:12][CH3:13])=[N:6][C:5]=1[CH3:14].[OH-].[Na+].Cl.C(=O)([O-])O.[Na+]. (2) Given the product [OH:1][C@@H:2]([CH2:18][N:19]1[CH2:20][CH2:21][CH:22]([C:25]2[CH:34]=[CH:33][C:32]3[C:27](=[CH:28][CH:29]=[CH:30][CH:31]=3)[CH:26]=2)[CH2:23][CH2:24]1)[CH2:3][O:4][C:5]1[CH:17]=[CH:16][CH:15]=[CH:14][C:6]=1/[CH:7]=[C:8]1\[C:9]([O:11][CH2:12][CH2:13]\1)=[O:10], predict the reactants needed to synthesize it. The reactants are: [OH:1][C@@H:2]([CH2:18][N:19]1[CH2:24][CH2:23][CH:22]([C:25]2[CH:34]=[CH:33][C:32]3[C:27](=[CH:28][CH:29]=[CH:30][CH:31]=3)[CH:26]=2)[CH2:21][CH2:20]1)[CH2:3][O:4][C:5]1[CH:17]=[CH:16][CH:15]=[CH:14][C:6]=1[CH:7]=[C:8]1[CH2:13][CH2:12][O:11][C:9]1=[O:10]. (3) Given the product [OH:23][N:15]1[C:16]2[N:17]=[CH:18][N:19]=[C:20]([CH3:22])[C:21]=2[CH:12]=[CH:13][C:14]1=[O:31], predict the reactants needed to synthesize it. The reactants are: O1C2C=CC(CN[C:12]3[C:21]4[C:20]([CH3:22])=[N:19][CH:18]=[N:17][C:16]=4[N:15]([O:23]CC4C=CC=CC=4)[C:14](=[O:31])[CH:13]=3)=CC=2OC1.CO.[H][H]. (4) Given the product [CH2:36]([C:31]1[S:30][C:29]2[N:28]=[C:6]([C:5]3[CH:8]=[CH:9][CH:10]=[C:3]([C:2]([F:1])([F:11])[F:12])[CH:4]=3)[N:7]=[C:34]([NH2:35])[C:33]=2[CH:32]=1)[C:38]1[CH:39]=[CH:40][CH:41]=[CH:42][CH:43]=1, predict the reactants needed to synthesize it. The reactants are: [F:1][C:2]([F:12])([F:11])[C:3]1[CH:4]=[C:5]([CH:8]=[CH:9][CH:10]=1)[C:6]#[N:7].NC1SC(CC2C=CC=CC=2)=CC=1C#N.[NH2:28][C:29]1[S:30][C:31]([CH:36]([C:38]2[CH:43]=[CH:42][CH:41]=[CH:40][CH:39]=2)C)=[CH:32][C:33]=1[C:34]#[N:35]. (5) The reactants are: [N:1]1[C:10]2[C:5](=[CH:6][CH:7]=[CH:8][CH:9]=2)[C:4]([C:11]2[N:12]=[C:13]([SH:16])[S:14][CH:15]=2)=[CH:3][CH:2]=1.F[B-](F)(F)F.[CH3:22][C:23]1[CH:28]=[CH:27][C:26]([N+:29]([O-:31])=[O:30])=[CH:25][C:24]=1[N+]#N.[H-].[Na+]. Given the product [CH3:22][C:23]1[CH:28]=[CH:27][C:26]([N+:29]([O-:31])=[O:30])=[CH:25][C:24]=1[S:16][C:13]1[S:14][CH:15]=[C:11]([C:4]2[C:5]3[C:10](=[CH:9][CH:8]=[CH:7][CH:6]=3)[N:1]=[CH:2][CH:3]=2)[N:12]=1, predict the reactants needed to synthesize it. (6) Given the product [C:3]([OH:5])(=[O:4])[CH:2]=[CH:6][C:7]1[CH:8]=[CH:9][CH:10]=[CH:11][CH:12]=1, predict the reactants needed to synthesize it. The reactants are: Br[C@H:2]([CH2:6][C:7]1[CH:12]=[CH:11][CH:10]=[CH:9][CH:8]=1)[C:3]([OH:5])=[O:4].CN(C)CCN(C)C. (7) Given the product [CH2:1]([O:3][C:4]([C:6]1[S:7][C:8]2[CH:15]=[CH:14][C:13]([NH:16][S:17]([C:20]3[CH:25]=[CH:24][C:23]([C:26]([CH3:29])([CH3:28])[CH3:27])=[CH:22][CH:21]=3)(=[O:19])=[O:18])=[CH:12][C:9]=2[C:10]=1[C:30]1[CH:35]=[CH:34][CH:33]=[CH:32][CH:31]=1)=[O:5])[CH3:2], predict the reactants needed to synthesize it. The reactants are: [CH2:1]([O:3][C:4]([C:6]1[S:7][C:8]2[CH:15]=[CH:14][C:13]([NH:16][S:17]([C:20]3[CH:25]=[CH:24][C:23]([C:26]([CH3:29])([CH3:28])[CH3:27])=[CH:22][CH:21]=3)(=[O:19])=[O:18])=[CH:12][C:9]=2[C:10]=1Br)=[O:5])[CH3:2].[C:30]1(B(O)O)[CH:35]=[CH:34][CH:33]=[CH:32][CH:31]=1.